This data is from Forward reaction prediction with 1.9M reactions from USPTO patents (1976-2016). The task is: Predict the product of the given reaction. (1) Given the reactants [CH2:1]([O:8][C:9](=[O:22])[NH:10][CH2:11][CH2:12][CH2:13][CH2:14][C:15]1[CH:20]=[CH:19][C:18]([OH:21])=[CH:17][CH:16]=1)[C:2]1[CH:7]=[CH:6][CH:5]=[CH:4][CH:3]=1.Cl.[CH3:24][N:25]([CH3:29])[CH2:26][CH2:27]Cl.C(=O)([O-])[O-].[K+].[K+].C1OCCOCCOCCOCCOCCOC1, predict the reaction product. The product is: [CH2:1]([O:8][C:9](=[O:22])[NH:10][CH2:11][CH2:12][CH2:13][CH2:14][C:15]1[CH:20]=[CH:19][C:18]([O:21][CH2:27][CH2:26][N:25]([CH3:29])[CH3:24])=[CH:17][CH:16]=1)[C:2]1[CH:7]=[CH:6][CH:5]=[CH:4][CH:3]=1. (2) The product is: [Cl:1][C:2]1[CH:3]=[C:4]([NH:9][C:10]([C:12]2[C:21]3[C:16](=[CH:17][C:18]([O:22][C:23]4[CH:28]=[CH:27][C:26](=[O:29])[NH:25][CH:24]=4)=[CH:19][CH:20]=3)[CH:15]=[CH:14][CH:13]=2)=[O:11])[CH:5]=[CH:6][C:7]=1[F:8]. Given the reactants [Cl:1][C:2]1[CH:3]=[C:4]([NH:9][C:10]([C:12]2[C:21]3[C:16](=[CH:17][C:18]([O:22][C:23]4[CH:24]=[N:25][C:26]([O:29]C)=[CH:27][CH:28]=4)=[CH:19][CH:20]=3)[CH:15]=[CH:14][CH:13]=2)=[O:11])[CH:5]=[CH:6][C:7]=1[F:8].C[Si](I)(C)C.CO, predict the reaction product. (3) Given the reactants [Br:1][C:2]1[CH:10]=[C:9]2[C:5]([CH2:6][C:7]3([CH2:14][CH2:13][CH2:12]3)[C:8]2=O)=[CH:4][CH:3]=1.[CH3:15][C:16]([S:19]([NH2:21])=[O:20])([CH3:18])[CH3:17].O, predict the reaction product. The product is: [Br:1][C:2]1[CH:10]=[C:9]2[C:5](=[CH:4][CH:3]=1)[CH2:6][C:7]1([CH2:14][CH2:13][CH2:12]1)[C:8]2=[N:21][S:19]([C:16]([CH3:18])([CH3:17])[CH3:15])=[O:20]. (4) Given the reactants Br[C:2]([C:8]1[CH:13]=[CH:12][CH:11]=[CH:10][CH:9]=1)([CH3:7])[C:3]([O:5][CH3:6])=[O:4].[NH:14]1[CH2:19][CH2:18][CH2:17][CH2:16][CH2:15]1, predict the reaction product. The product is: [CH3:6][O:5][C:3](=[O:4])[C:2]([C:8]1[CH:13]=[CH:12][CH:11]=[CH:10][CH:9]=1)([N:14]1[CH2:19][CH2:18][CH2:17][CH2:16][CH2:15]1)[CH3:7]. (5) Given the reactants [OH:1][C:2]1[CH:12]=[CH:11][CH:10]=[C:9]([CH3:13])[C:3]=1[C:4]([O:6][CH2:7][CH3:8])=[O:5].[H-].[Na+].C1(C)C=CC(S(O[CH2:26][CH2:27][O:28][C@@H:29]2[CH2:34][CH2:33][CH2:32][C@H:31]([O:35][CH2:36][C:37]3[N:38]=[C:39]([C:43]4[CH:44]=[C:45]([CH3:49])[CH:46]=[CH:47][CH:48]=4)[O:40][C:41]=3[CH3:42])[CH2:30]2)(=O)=O)=CC=1, predict the reaction product. The product is: [CH3:13][C:9]1[CH:10]=[CH:11][CH:12]=[C:2]([O:1][CH2:26][CH2:27][O:28][C@@H:29]2[CH2:34][CH2:33][CH2:32][C@H:31]([O:35][CH2:36][C:37]3[N:38]=[C:39]([C:43]4[CH:44]=[C:45]([CH3:49])[CH:46]=[CH:47][CH:48]=4)[O:40][C:41]=3[CH3:42])[CH2:30]2)[C:3]=1[C:4]([O:6][CH2:7][CH3:8])=[O:5]. (6) Given the reactants [I:1][C:2]1[CH:3]=[C:4]2[C:9](=[C:10]([C:12]([OH:14])=O)[CH:11]=1)[O:8][CH:7]([CH3:15])[CH:6]=[CH:5]2.[NH2:16][C@@H:17]([CH2:28][OH:29])[CH2:18][C:19]1[C:27]2[C:22](=[CH:23][CH:24]=[CH:25][CH:26]=2)[NH:21][CH:20]=1.C(Cl)CCl.C1C=CC2N(O)N=NC=2C=1, predict the reaction product. The product is: [OH:29][CH2:28][C@H:17]([NH:16][C:12]([C:10]1[CH:11]=[C:2]([I:1])[CH:3]=[C:4]2[C:9]=1[O:8][CH:7]([CH3:15])[CH:6]=[CH:5]2)=[O:14])[CH2:18][C:19]1[C:27]2[C:22](=[CH:23][CH:24]=[CH:25][CH:26]=2)[NH:21][CH:20]=1. (7) Given the reactants [CH3:1][C:2]1[NH:3][CH:4]=[C:5]([CH3:12])[C:6]=1[CH2:7][CH2:8][C:9]([OH:11])=O.C(N1C=CN=C1)(N1C=CN=C1)=O.[NH:25]1[CH2:30][CH2:29][O:28][CH2:27][CH2:26]1.C(N(CC)C(C)C)(C)C, predict the reaction product. The product is: [CH3:1][C:2]1[NH:3][CH:4]=[C:5]([CH3:12])[C:6]=1[CH2:7][CH2:8][C:9]([N:25]1[CH2:30][CH2:29][O:28][CH2:27][CH2:26]1)=[O:11]. (8) The product is: [Cl:3][CH2:14][C:9]1[C:8]([N:7]([CH2:16][C@H:17]2[CH2:22][CH2:21][C@H:20]([CH2:23][C:24]([O:26][CH2:27][CH3:28])=[O:25])[CH2:19][CH2:18]2)[CH2:5][CH3:6])=[CH:13][CH:12]=[CH:11][N:10]=1. Given the reactants S(Cl)([Cl:3])=O.[CH2:5]([N:7]([CH2:16][C@H:17]1[CH2:22][CH2:21][C@H:20]([CH2:23][C:24]([O:26][CH2:27][CH3:28])=[O:25])[CH2:19][CH2:18]1)[C:8]1[C:9]([CH2:14]O)=[N:10][CH:11]=[CH:12][CH:13]=1)[CH3:6], predict the reaction product. (9) Given the reactants [CH2:1]([O:4][NH:5][C@H:6]1[CH2:11][NH:10][C@H:9]([C:12]([NH2:14])=[O:13])[C:8]([CH3:15])=[CH:7]1)[CH:2]=[CH2:3].C(N(C(C)C)C(C)C)C.[C:25](=O)(OC(Cl)(Cl)Cl)[O:26]C(Cl)(Cl)Cl, predict the reaction product. The product is: [CH2:1]([O:4][N:5]1[C:25](=[O:26])[N:10]2[CH2:11][C@H:6]1[CH:7]=[C:8]([CH3:15])[C@H:9]2[C:12]([NH2:14])=[O:13])[CH:2]=[CH2:3].